Dataset: Forward reaction prediction with 1.9M reactions from USPTO patents (1976-2016). Task: Predict the product of the given reaction. (1) Given the reactants [H-].[Na+].CC1CCCO1.[NH:9]1[CH2:13][CH2:12][CH2:11][C:10]1=[O:14].[CH2:15]([O:17][C:18](=[O:24])[CH2:19][C:20](=[O:23])[CH2:21]Cl)[CH3:16].C(O)(=O)C, predict the reaction product. The product is: [O:23]=[C:20]([CH2:21][N:9]1[CH2:13][CH2:12][CH2:11][C:10]1=[O:14])[CH2:19][C:18]([O:17][CH2:15][CH3:16])=[O:24]. (2) Given the reactants Br[CH2:2][C:3](=[O:8])[C:4]([F:7])([F:6])[F:5].CC1C=C(C)[N:12]([C:16]([NH:18][C:19]([NH:21][CH2:22][CH2:23][NH:24][C:25](=[O:31])[O:26][C:27]([CH3:30])([CH3:29])[CH3:28])=[S:20])=N)N=1, predict the reaction product. The product is: [C:16]([N:18]1[C:3]([OH:8])([C:4]([F:7])([F:6])[F:5])[CH2:2][S:20]/[C:19]/1=[N:21]\[CH2:22][CH2:23][NH:24][C:25](=[O:31])[O:26][C:27]([CH3:29])([CH3:28])[CH3:30])#[N:12]. (3) Given the reactants [NH:1]1[CH:5]=[CH:4][N:3]=[C:2]1[C:6]1[NH:7][CH:8]=[CH:9][N:10]=1.Br[C:12]1[CH:13]=[CH:14][C:15]2[N:16]([C:25]3[CH:30]=[CH:29][CH:28]=[CH:27][N:26]=3)[C:17]3[C:22]([C:23]=2[CH:24]=1)=[CH:21][CH:20]=[CH:19][CH:18]=3.C([O-])([O-])=O.[Cs+].[Cs+], predict the reaction product. The product is: [N:26]1[CH:27]=[CH:28][CH:29]=[CH:30][C:25]=1[N:16]1[C:17]2[CH:18]=[CH:19][C:20]([N:1]3[CH:5]=[CH:4][N:3]=[C:2]3[C:6]3[N:10]([C:20]4[CH:19]=[CH:18][C:17]5[N:16]([C:25]6[CH:30]=[CH:29][CH:28]=[CH:27][N:26]=6)[C:15]6[C:23]([C:22]=5[CH:21]=4)=[CH:24][CH:12]=[CH:13][CH:14]=6)[CH:9]=[CH:8][N:7]=3)=[CH:21][C:22]=2[C:23]2[C:15]1=[CH:14][CH:13]=[CH:12][CH:24]=2. (4) Given the reactants CN.O=[C:4]1[CH2:20][CH2:19][C:7]2([CH2:11][N:10]([C:12]([O:14][C:15]([CH3:18])([CH3:17])[CH3:16])=[O:13])[CH2:9][CH2:8]2)[CH2:6][CH2:5]1.[BH3-][C:22]#[N:23].[Na+], predict the reaction product. The product is: [CH3:22][NH:23][CH:4]1[CH2:20][CH2:19][C:7]2([CH2:11][N:10]([C:12]([O:14][C:15]([CH3:18])([CH3:17])[CH3:16])=[O:13])[CH2:9][CH2:8]2)[CH2:6][CH2:5]1. (5) Given the reactants C([O:8][C:9]1[C:14]([C:15]([C:29]2[CH:34]=[CH:33][CH:32]=[CH:31][CH:30]=2)([C:17]2[CH:22]=[CH:21][CH:20]=[C:19]([C:23]3[CH:28]=[CH:27][CH:26]=[CH:25][N:24]=3)[CH:18]=2)O)=[CH:13][CH:12]=[CH:11][C:10]=1[C:35]1[CH:40]=[CH:39][CH:38]=[CH:37][CH:36]=1)C1C=CC=CC=1, predict the reaction product. The product is: [C:29]1([CH:15]([C:17]2[CH:22]=[CH:21][CH:20]=[C:19]([C:23]3[CH:28]=[CH:27][CH:26]=[CH:25][N:24]=3)[CH:18]=2)[C:14]2[CH:13]=[CH:12][CH:11]=[C:10]([C:35]3[CH:40]=[CH:39][CH:38]=[CH:37][CH:36]=3)[C:9]=2[OH:8])[CH:30]=[CH:31][CH:32]=[CH:33][CH:34]=1. (6) The product is: [Cl:25][C:21]1[CH:20]=[C:19]([C:8]2[N:7]=[C:6]([C:26]#[N:27])[N:5]=[C:4]3[C:9]=2[N:10]([CH2:11][C@H:12]2[CH2:17][CH2:16][C@H:15]([CH3:18])[CH2:14][CH2:13]2)[C:2]([CH:28]2[CH2:30][CH2:29]2)=[N:3]3)[CH:24]=[CH:23][CH:22]=1. Given the reactants Br[C:2]1[N:10]([CH2:11][C@H:12]2[CH2:17][CH2:16][C@H:15]([CH3:18])[CH2:14][CH2:13]2)[C:9]2[C:4](=[N:5][C:6]([C:26]#[N:27])=[N:7][C:8]=2[C:19]2[CH:24]=[CH:23][CH:22]=[C:21]([Cl:25])[CH:20]=2)[N:3]=1.[CH:28]1(B(O)O)[CH2:30][CH2:29]1.P([O-])([O-])([O-])=O.[K+].[K+].[K+], predict the reaction product. (7) Given the reactants [O:1]1[CH2:5][CH2:4][CH2:3][CH:2]1[C:6]1[C:20]([O:21][C:22]2[CH:23]=[N:24][C:25]([S:28]([CH2:31][CH3:32])(=[O:30])=[O:29])=[CH:26][CH:27]=2)=[CH:19][C:9]2[NH:10][C:11]([C:13]3[CH:18]=[CH:17][CH:16]=[CH:15][N:14]=3)=[N:12][C:8]=2[CH:7]=1.[CH3:33]CCCCC.C(O)C, predict the reaction product. The product is: [CH2:31]([S:28]([C:25]1[N:24]=[CH:23][C:22]([O:21][C:20]2[C:6]([CH:2]([OH:1])[CH2:3][CH2:4][CH:5]=[CH2:33])=[CH:7][C:8]3[N:12]=[C:11]([C:13]4[CH:18]=[CH:17][CH:16]=[CH:15][N:14]=4)[NH:10][C:9]=3[CH:19]=2)=[CH:27][CH:26]=1)(=[O:29])=[O:30])[CH3:32]. (8) Given the reactants [N:1]([C:4]1[CH:9]=[CH:8][C:7]([CH3:10])=[CH:6][CH:5]=1)=[C:2]=[O:3].[N:11]1([C:17]2[CH:27]=[CH:26][C:20]([C:21]([O:23][CH2:24][CH3:25])=[O:22])=[CH:19][CH:18]=2)[CH2:16][CH2:15][NH:14][CH2:13][CH2:12]1.C(N(CC)CC)C, predict the reaction product. The product is: [CH3:10][C:7]1[CH:8]=[CH:9][C:4]([NH:1][C:2]([N:14]2[CH2:13][CH2:12][N:11]([C:17]3[CH:18]=[CH:19][C:20]([C:21]([O:23][CH2:24][CH3:25])=[O:22])=[CH:26][CH:27]=3)[CH2:16][CH2:15]2)=[O:3])=[CH:5][CH:6]=1.